Dataset: Full USPTO retrosynthesis dataset with 1.9M reactions from patents (1976-2016). Task: Predict the reactants needed to synthesize the given product. (1) Given the product [F:14][C:15]1[CH:29]=[CH:28][C:18]2[C:19]([N:22]3[CH2:27][CH2:26][N:25]([CH2:2][CH2:3][CH2:4][N:5]4[C:9]5[CH:10]=[CH:11][CH:12]=[CH:13][C:8]=5[N:7]=[N:6]4)[CH2:24][CH2:23]3)=[N:20][O:21][C:17]=2[CH:16]=1, predict the reactants needed to synthesize it. The reactants are: Cl[CH2:2][CH2:3][CH2:4][N:5]1[C:9]2[CH:10]=[CH:11][CH:12]=[CH:13][C:8]=2[N:7]=[N:6]1.[F:14][C:15]1[CH:29]=[CH:28][C:18]2[C:19]([N:22]3[CH2:27][CH2:26][NH:25][CH2:24][CH2:23]3)=[N:20][O:21][C:17]=2[CH:16]=1.C(N(C(C)C)CC)(C)C.[I-].[K+]. (2) Given the product [CH3:1][C:2]1[N:6]2[C:7]3[CH:13]=[C:12]([CH3:14])[N:11]([CH2:15][C:16]4[CH:17]=[CH:18][C:19]([CH2:22][N:25]5[CH2:28][CH:27]([OH:29])[CH2:26]5)=[CH:20][CH:21]=4)[C:8]=3[CH:9]=[CH:10][C:5]2=[N:4][N:3]=1, predict the reactants needed to synthesize it. The reactants are: [CH3:1][C:2]1[N:6]2[C:7]3[CH:13]=[C:12]([CH3:14])[N:11]([CH2:15][C:16]4[CH:21]=[CH:20][C:19]([CH2:22]O)=[CH:18][CH:17]=4)[C:8]=3[CH:9]=[CH:10][C:5]2=[N:4][N:3]=1.Cl.[NH:25]1[CH2:28][CH:27]([OH:29])[CH2:26]1.C(N(C(C)C)CC)(C)C. (3) Given the product [Cl:8][C:5]1[CH:4]=[C:3]([Cl:9])[C:2]([CH:24]2[CH2:15][CH2:16]2)=[CH:7][N:6]=1, predict the reactants needed to synthesize it. The reactants are: Br[C:2]1[C:3]([Cl:9])=[CH:4][C:5]([Cl:8])=[N:6][CH:7]=1.C(P(C12CC3CC(CC(C3)C1)C2)[C:15]12[CH2:24]C3CC(CC(C3)[CH2:16]1)C2)CCC.C1([B-](F)(F)F)CC1.[K+].C([O-])([O-])=O.[Cs+].[Cs+]. (4) Given the product [CH2:52]([C:54]1[CH:59]=[CH:58][C:57]([O:1][C:2]2[CH:3]=[CH:4][C:5]([C@H:8]3[C@H:13]([O:14][Si:15]([CH:16]([CH3:18])[CH3:17])([CH:22]([CH3:24])[CH3:23])[CH:19]([CH3:21])[CH3:20])[CH2:12][N:11]([C:25]([O:27][CH2:28][C:29]4[CH:34]=[CH:33][CH:32]=[CH:31][CH:30]=4)=[O:26])[CH2:10][C@@H:9]3[O:35][CH2:36][C:37]3[CH:38]=[CH:39][C:40]4[O:45][CH2:44][CH2:43][N:42]([CH2:46][CH2:47][CH2:48][O:49][CH3:50])[C:41]=4[CH:51]=3)=[CH:6][CH:7]=2)=[CH:56][CH:55]=1)[CH3:53], predict the reactants needed to synthesize it. The reactants are: [OH:1][C:2]1[CH:7]=[CH:6][C:5]([C@H:8]2[C@H:13]([O:14][Si:15]([CH:22]([CH3:24])[CH3:23])([CH:19]([CH3:21])[CH3:20])[CH:16]([CH3:18])[CH3:17])[CH2:12][N:11]([C:25]([O:27][CH2:28][C:29]3[CH:34]=[CH:33][CH:32]=[CH:31][CH:30]=3)=[O:26])[CH2:10][C@@H:9]2[O:35][CH2:36][C:37]2[CH:38]=[CH:39][C:40]3[O:45][CH2:44][CH2:43][N:42]([CH2:46][CH2:47][CH2:48][O:49][CH3:50])[C:41]=3[CH:51]=2)=[CH:4][CH:3]=1.[CH2:52]([C:54]1[CH:59]=[CH:58][C:57](B(O)O)=[CH:56][CH:55]=1)[CH3:53].C(N(CC)CC)C. (5) Given the product [NH2:7][C:6]1[CH:8]=[C:2]([C:23]2[C:24]([C:25]([OH:27])=[O:26])=[CH:28][CH:29]=[CH:30][CH:31]=2)[CH:3]=[CH:4][C:5]=1[O:9][C:10]1[CH:15]=[CH:14][CH:13]=[CH:12][C:11]=1[C:16]([CH3:19])([CH3:18])[CH3:17], predict the reactants needed to synthesize it. The reactants are: Br[C:2]1[CH:3]=[CH:4][C:5]([O:9][C:10]2[CH:15]=[CH:14][CH:13]=[CH:12][C:11]=2[C:16]([CH3:19])([CH3:18])[CH3:17])=[C:6]([CH:8]=1)[NH2:7].B([C:23]1[CH:31]=[CH:30][CH:29]=[CH:28][C:24]=1[C:25]([OH:27])=[O:26])(O)O.C(=O)([O-])[O-].[K+].[K+].Cl. (6) Given the product [OH:21][C:22]1[CH:27]=[C:26]([C:2]2[CH:3]=[CH:4][N:5]3[C:10]([C:11]=2[CH3:12])=[C:9]([CH:13]2[CH2:15][CH2:14]2)[CH:8]=[C:7]([C:16]([O:18][CH3:19])=[O:17])[C:6]3=[O:20])[CH:25]=[CH:24][CH:23]=1, predict the reactants needed to synthesize it. The reactants are: Cl[C:2]1[CH:3]=[CH:4][N:5]2[C:10]([C:11]=1[CH3:12])=[C:9]([CH:13]1[CH2:15][CH2:14]1)[CH:8]=[C:7]([C:16]([O:18][CH3:19])=[O:17])[C:6]2=[O:20].[OH:21][C:22]1[CH:23]=[C:24](B(O)O)[CH:25]=[CH:26][CH:27]=1. (7) Given the product [NH:1]1[CH:4]=[C:5]([C:6]2[CH:7]=[C:8]([CH:11]=[CH:12][CH:13]=2)[C:9]#[N:10])[N:15]=[N:14]1, predict the reactants needed to synthesize it. The reactants are: [N+:1](/[CH:4]=[CH:5]/[C:6]1[CH:7]=[C:8]([CH:11]=[CH:12][CH:13]=1)[C:9]#[N:10])([O-])=O.[N:14]([Si](C)(C)C)=[N+:15]=[N-].[F-].C([N+](CCCC)(CCCC)CCCC)CCC. (8) Given the product [CH3:15][C:8]1[CH:9]=[C:10]([CH3:14])[CH:11]=[C:12]([CH3:13])[C:7]=1[CH2:6][C:2]1[CH:3]=[C:4]([NH2:5])[NH:16][N:17]=1, predict the reactants needed to synthesize it. The reactants are: O=[C:2]([CH2:6][C:7]1[C:12]([CH3:13])=[CH:11][C:10]([CH3:14])=[CH:9][C:8]=1[CH3:15])[CH2:3][C:4]#[N:5].[NH2:16][NH2:17]. (9) Given the product [OH:10][C:9]1[CH:8]=[CH:7][N:6]([CH2:11][CH2:12][CH:13]([CH3:14])[CH3:15])[C:5](=[O:16])[C:4]=1[C:3]1[NH:19][C:20]2[CH:25]=[CH:24][C:23]([NH:26][S:27]([CH3:30])(=[O:28])=[O:29])=[CH:22][C:21]=2[S:31](=[O:33])(=[O:32])[N:34]=1, predict the reactants needed to synthesize it. The reactants are: CS[C:3](SC)=[C:4]1[C:9](=[O:10])[CH:8]=[CH:7][N:6]([CH2:11][CH2:12][CH:13]([CH3:15])[CH3:14])[C:5]1=[O:16].[NH2:19][C:20]1[CH:25]=[CH:24][C:23]([NH:26][S:27]([CH3:30])(=[O:29])=[O:28])=[CH:22][C:21]=1[S:31]([NH2:34])(=[O:33])=[O:32]. (10) Given the product [C:1]1([C:20]2[CH:25]=[CH:24][CH:23]=[CH:22][CH:21]=2)[CH:6]=[CH:5][C:4]([CH2:7][C@@H:8]2[CH2:9][CH2:10][C:11](=[O:19])[N:12]2[CH2:13][C:14]#[N:34])=[CH:3][CH:2]=1, predict the reactants needed to synthesize it. The reactants are: [C:1]1([C:20]2[CH:25]=[CH:24][CH:23]=[CH:22][CH:21]=2)[CH:6]=[CH:5][C:4]([CH2:7][C@H:8]2[N:12]([C:13](=O)[C:14](C)(C)C)[C:11](=[O:19])[CH2:10][CH2:9]2)=[CH:3][CH:2]=1.C([Li])CCC.BrCC#[N:34].